From a dataset of Reaction yield outcomes from USPTO patents with 853,638 reactions. Predict the reaction yield, written as a fraction of the theoretical maximum amount of product (1.0 means a 100% yield; for example, 0.34 means a 34% yield). The product is [O:1]1[C:5]2[CH:6]=[CH:7][C:8]([CH2:10][NH:11][C:4](=[O:3])[C:5]([NH:20][CH2:19][CH2:18][C:13]3[CH:14]=[CH:15][CH:16]=[CH:17][N:12]=3)=[O:1])=[CH:9][C:4]=2[O:3][CH2:2]1. No catalyst specified. The yield is 0.350. The reactants are [O:1]1[C:5]2[CH:6]=[CH:7][C:8]([CH2:10][NH2:11])=[CH:9][C:4]=2[O:3][CH2:2]1.[N:12]1[CH:17]=[CH:16][CH:15]=[CH:14][C:13]=1[CH2:18][CH2:19][NH2:20].